This data is from NCI-60 drug combinations with 297,098 pairs across 59 cell lines. The task is: Regression. Given two drug SMILES strings and cell line genomic features, predict the synergy score measuring deviation from expected non-interaction effect. (1) Drug 1: CC1OCC2C(O1)C(C(C(O2)OC3C4COC(=O)C4C(C5=CC6=C(C=C35)OCO6)C7=CC(=C(C(=C7)OC)O)OC)O)O. Drug 2: C1=CC(=CC=C1CCCC(=O)O)N(CCCl)CCCl. Cell line: SR. Synergy scores: CSS=93.9, Synergy_ZIP=4.75, Synergy_Bliss=4.63, Synergy_Loewe=4.33, Synergy_HSA=7.13. (2) Drug 1: CC12CCC3C(C1CCC2=O)CC(=C)C4=CC(=O)C=CC34C. Drug 2: CC1=C(C(CCC1)(C)C)C=CC(=CC=CC(=CC(=O)O)C)C. Cell line: SK-MEL-28. Synergy scores: CSS=14.9, Synergy_ZIP=3.27, Synergy_Bliss=7.46, Synergy_Loewe=5.20, Synergy_HSA=4.85. (3) Drug 1: CN(CC1=CN=C2C(=N1)C(=NC(=N2)N)N)C3=CC=C(C=C3)C(=O)NC(CCC(=O)O)C(=O)O. Drug 2: CCCCCOC(=O)NC1=NC(=O)N(C=C1F)C2C(C(C(O2)C)O)O. Cell line: OVCAR3. Synergy scores: CSS=9.15, Synergy_ZIP=-0.235, Synergy_Bliss=-4.15, Synergy_Loewe=-52.2, Synergy_HSA=-5.68. (4) Drug 1: CCN(CC)CCNC(=O)C1=C(NC(=C1C)C=C2C3=C(C=CC(=C3)F)NC2=O)C. Drug 2: C1C(C(OC1N2C=NC3=C2NC=NCC3O)CO)O. Cell line: ACHN. Synergy scores: CSS=0.467, Synergy_ZIP=0.612, Synergy_Bliss=-2.11, Synergy_Loewe=-12.6, Synergy_HSA=-9.56. (5) Drug 1: C1CCC(C1)C(CC#N)N2C=C(C=N2)C3=C4C=CNC4=NC=N3. Drug 2: COCCOC1=C(C=C2C(=C1)C(=NC=N2)NC3=CC=CC(=C3)C#C)OCCOC.Cl. Cell line: SK-MEL-28. Synergy scores: CSS=-1.68, Synergy_ZIP=1.98, Synergy_Bliss=2.33, Synergy_Loewe=-2.81, Synergy_HSA=-2.17. (6) Synergy scores: CSS=45.1, Synergy_ZIP=-6.93, Synergy_Bliss=1.38, Synergy_Loewe=3.68, Synergy_HSA=4.75. Cell line: UO-31. Drug 1: CN1CCC(CC1)COC2=C(C=C3C(=C2)N=CN=C3NC4=C(C=C(C=C4)Br)F)OC. Drug 2: C1=NC2=C(N=C(N=C2N1C3C(C(C(O3)CO)O)F)Cl)N. (7) Cell line: BT-549. Drug 1: CC(C)(C#N)C1=CC(=CC(=C1)CN2C=NC=N2)C(C)(C)C#N. Drug 2: COC1=C2C(=CC3=C1OC=C3)C=CC(=O)O2. Synergy scores: CSS=2.04, Synergy_ZIP=0.750, Synergy_Bliss=4.50, Synergy_Loewe=-1.64, Synergy_HSA=-1.42.